From a dataset of Catalyst prediction with 721,799 reactions and 888 catalyst types from USPTO. Predict which catalyst facilitates the given reaction. (1) Reactant: C[O:2][C:3](=[O:38])[C@@H:4]1[CH2:8][CH2:7][CH2:6][N:5]1[C:9](=[O:37])[C@H:10]([CH2:26][CH2:27][CH2:28][CH2:29][NH:30]C(=O)C(F)(F)F)[NH:11][C@H:12]([C:21]([O:23]CC)=[O:22])[CH2:13][CH2:14][C:15]1[CH:20]=[CH:19][CH:18]=[CH:17][CH:16]=1.CO.[OH-].[Na+].Cl. Product: [CH:18]1[CH:19]=[CH:20][C:15]([CH2:14][CH2:13][C@H:12]([NH:11][C@H:10]([C:9]([N:5]2[C@H:4]([C:3]([OH:38])=[O:2])[CH2:8][CH2:7][CH2:6]2)=[O:37])[CH2:26][CH2:27][CH2:28][CH2:29][NH2:30])[C:21]([OH:23])=[O:22])=[CH:16][CH:17]=1. The catalyst class is: 252. (2) Reactant: [Cl:1][C:2]1[CH:3]=[C:4]([C:8]2[N:9]=[C:10]3[CH2:15][NH:14][CH2:13][CH2:12][N:11]3[CH:16]=2)[CH:5]=[CH:6][CH:7]=1.F[B-](F)(F)F.C([PH+](C(C)(C)C)C(C)(C)C)(C)(C)C.I[C:36]1[CH:37]=[N:38][CH:39]=[CH:40][CH:41]=1.CC(C)([O-])C.[Na+]. Product: [Cl:1][C:2]1[CH:3]=[C:4]([C:8]2[N:9]=[C:10]3[CH2:15][N:14]([C:36]4[CH:37]=[N:38][CH:39]=[CH:40][CH:41]=4)[CH2:13][CH2:12][N:11]3[CH:16]=2)[CH:5]=[CH:6][CH:7]=1. The catalyst class is: 101.